Dataset: Peptide-MHC class I binding affinity with 185,985 pairs from IEDB/IMGT. Task: Regression. Given a peptide amino acid sequence and an MHC pseudo amino acid sequence, predict their binding affinity value. This is MHC class I binding data. (1) The peptide sequence is KVAAAGVSY. The MHC is HLA-B15:01 with pseudo-sequence HLA-B15:01. The binding affinity (normalized) is 0.528. (2) The peptide sequence is ITDEINQIK. The MHC is HLA-A29:02 with pseudo-sequence HLA-A29:02. The binding affinity (normalized) is 0.0847. (3) The peptide sequence is SHDLAPQFL. The MHC is HLA-B57:01 with pseudo-sequence HLA-B57:01. The binding affinity (normalized) is 0.0847. (4) The MHC is HLA-A32:01 with pseudo-sequence HLA-A32:01. The binding affinity (normalized) is 0.726. The peptide sequence is RQYMFYKIF.